Dataset: Catalyst prediction with 721,799 reactions and 888 catalyst types from USPTO. Task: Predict which catalyst facilitates the given reaction. (1) Reactant: [Cl:1][C:2]1[CH:3]=[C:4]([NH:9][C:10]2[N:15]=[C:14]([NH:16][CH2:17][CH2:18][CH2:19][O:20][CH3:21])[C:13]([C:22]3[S:23][C:24]([C:33]([O:35]CC)=[O:34])=[C:25]([C:27]4[CH:31]=[CH:30][N:29]([CH3:32])[N:28]=4)[N:26]=3)=[CH:12][N:11]=2)[CH:5]=[CH:6][C:7]=1[F:8].O.[OH-].[Ba+2].[OH-].O.Cl. Product: [Cl:1][C:2]1[CH:3]=[C:4]([NH:9][C:10]2[N:15]=[C:14]([NH:16][CH2:17][CH2:18][CH2:19][O:20][CH3:21])[C:13]([C:22]3[S:23][C:24]([C:33]([OH:35])=[O:34])=[C:25]([C:27]4[CH:31]=[CH:30][N:29]([CH3:32])[N:28]=4)[N:26]=3)=[CH:12][N:11]=2)[CH:5]=[CH:6][C:7]=1[F:8]. The catalyst class is: 1. (2) Reactant: CC(C)([O-])C.[K+].[NH:7]1[CH:11]=[CH:10][CH:9]=[N:8]1.Cl[C:13]1[S:14][CH:15]=[CH:16][C:17]=1[N+:18]([O-:20])=[O:19]. Product: [N+:18]([C:17]1[CH:16]=[CH:15][S:14][C:13]=1[N:7]1[CH:11]=[CH:10][CH:9]=[N:8]1)([O-:20])=[O:19]. The catalyst class is: 163.